This data is from Reaction yield outcomes from USPTO patents with 853,638 reactions. The task is: Predict the reaction yield, written as a fraction of the theoretical maximum amount of product (1.0 means a 100% yield; for example, 0.34 means a 34% yield). The reactants are [Si]([O:8][CH2:9][C:10]([NH:13][C:14]([C:16]1[C:20]2=[N:21][C:22]([C:25]3[C:33]4[C:28](=[CH:29][C:30]([F:34])=[CH:31][CH:32]=4)[N:27]([CH2:35][CH2:36][CH2:37][S:38]([CH3:41])(=[O:40])=[O:39])[N:26]=3)=[CH:23][N:24]=[C:19]2[N:18](C(C2C=CC=CC=2)(C2C=CC=CC=2)C2C=CC=CC=2)[CH:17]=1)=[O:15])([CH3:12])[CH3:11])(C(C)(C)C)(C)C.FC(F)(F)C(O)=O. The catalyst is C(Cl)Cl. The product is [F:34][C:30]1[CH:29]=[C:28]2[C:33]([C:25]([C:22]3[N:21]=[C:20]4[C:16]([C:14]([NH:13][C:10]([CH3:12])([CH3:11])[CH2:9][OH:8])=[O:15])=[CH:17][NH:18][C:19]4=[N:24][CH:23]=3)=[N:26][N:27]2[CH2:35][CH2:36][CH2:37][S:38]([CH3:41])(=[O:40])=[O:39])=[CH:32][CH:31]=1. The yield is 0.500.